Dataset: Full USPTO retrosynthesis dataset with 1.9M reactions from patents (1976-2016). Task: Predict the reactants needed to synthesize the given product. (1) Given the product [Br:1][C:2]1[N:3]=[C:4]([CH2:7][NH:10][CH2:11][CH2:12][C:13]([O:15][CH2:16][CH3:17])=[O:14])[S:5][CH:6]=1, predict the reactants needed to synthesize it. The reactants are: [Br:1][C:2]1[N:3]=[C:4]([CH:7]=O)[S:5][CH:6]=1.Cl.[NH2:10][CH2:11][CH2:12][C:13]([O:15][CH2:16][CH3:17])=[O:14].[BH-](OC(C)=O)(OC(C)=O)OC(C)=O.[Na+]. (2) Given the product [CH2:26]([N:19]1[CH2:20][C:21](=[O:22])[NH:8][C@H:9]([CH2:10][C:11]2[CH:12]=[N:13][CH:14]=[CH:15][CH:16]=2)[C:17]1=[O:18])[C:27]1[CH:32]=[CH:31][CH:30]=[CH:29][CH:28]=1, predict the reactants needed to synthesize it. The reactants are: C(OC([NH:8][C@@H:9]([C:17]([N:19]([CH2:26][C:27]1[CH:32]=[CH:31][CH:30]=[CH:29][CH:28]=1)[CH2:20][C:21](OCC)=[O:22])=[O:18])[CH2:10][C:11]1[CH:12]=[N:13][CH:14]=[CH:15][CH:16]=1)=O)(C)(C)C.C(O)(C(F)(F)F)=O. (3) Given the product [C:3]1([C:9]2[CH:10]=[C:11]([C:15]([NH:17][C:18]3[CH:26]=[C:25]([C:27]4[S:28][CH:29]=[CH:30][CH:31]=4)[CH:24]=[CH:23][C:19]=3[C:20]([O-:22])=[O:21])=[O:16])[CH:12]=[N:13][CH:14]=2)[CH:4]=[CH:5][CH:6]=[CH:7][CH:8]=1.[Na+:2], predict the reactants needed to synthesize it. The reactants are: [OH-].[Na+:2].[C:3]1([C:9]2[CH:10]=[C:11]([C:15]([NH:17][C:18]3[CH:26]=[C:25]([C:27]4[S:28][CH:29]=[CH:30][CH:31]=4)[CH:24]=[CH:23][C:19]=3[C:20]([OH:22])=[O:21])=[O:16])[CH:12]=[N:13][CH:14]=2)[CH:8]=[CH:7][CH:6]=[CH:5][CH:4]=1. (4) Given the product [Cl:1][C:11]1[C:12]2[CH:13]=[N:14][C:15]([C:18]([O:20][C:21]([CH3:24])([CH3:23])[CH3:22])=[O:19])=[CH:16][C:17]=2[NH:9][CH:10]=1, predict the reactants needed to synthesize it. The reactants are: [Cl:1]N1C(=O)CCC1=O.[NH:9]1[C:17]2[CH:16]=[C:15]([C:18]([O:20][C:21]([CH3:24])([CH3:23])[CH3:22])=[O:19])[N:14]=[CH:13][C:12]=2[CH:11]=[CH:10]1. (5) Given the product [CH3:1][O:2][CH2:3][O:4][C:5]1[C:10]2[CH:11]=[C:12]([C:14]([NH:33][NH:32][C:30](=[O:31])[CH3:29])=[O:16])[S:13][C:9]=2[CH:8]=[CH:7][CH:6]=1, predict the reactants needed to synthesize it. The reactants are: [CH3:1][O:2][CH2:3][O:4][C:5]1[C:10]2[CH:11]=[C:12]([C:14]([OH:16])=O)[S:13][C:9]=2[CH:8]=[CH:7][CH:6]=1.C1N=CN(C(N2C=NC=C2)=O)C=1.[CH3:29][C:30]([NH:32][NH2:33])=[O:31]. (6) The reactants are: [CH2:1]([O:3][C:4](=[O:20])[CH:5]([O:16][CH:17]([CH3:19])[CH3:18])[CH2:6][C:7]1[CH:12]=[CH:11][C:10]([OH:13])=[C:9]([O:14][CH3:15])[CH:8]=1)[CH3:2].C(OC(=O)COC(C)C)C.C(OC1C=CC(C=O)=CC=1OC)C1C=CC=CC=1.[CH3:49][C:50]1[CH:51]=[C:52]([C:57]2[S:58][C:59]([CH3:65])=[C:60]([CH2:62][CH2:63]O)[N:61]=2)[CH:53]=[C:54]([CH3:56])[CH:55]=1.COC(=O)CC(=O)C(Br)C.CC1C=C(C=C(C)C=1)C(N)=S.C1(P(C2C=CC=CC=2)C2C=CC=CC=2)C=CC=CC=1.N(C(OCC)=O)=NC(OCC)=O. Given the product [CH2:1]([O:3][C:4](=[O:20])[CH:5]([O:16][CH:17]([CH3:19])[CH3:18])[CH2:6][C:7]1[CH:12]=[CH:11][C:10]([O:13][CH2:63][CH2:62][C:60]2[N:61]=[C:57]([C:52]3[CH:51]=[C:50]([CH3:49])[CH:55]=[C:54]([CH3:56])[CH:53]=3)[S:58][C:59]=2[CH3:65])=[C:9]([O:14][CH3:15])[CH:8]=1)[CH3:2], predict the reactants needed to synthesize it. (7) Given the product [Br:1][C:2]1[CH:3]=[CH:4][C:5]([F:29])=[C:6]([C@:8]([N:19]([CH2:20][C:21]2[CH:22]=[CH:23][C:24]([O:27][CH3:28])=[CH:25][CH:26]=2)[C:39](=[O:40])[CH:38]([Cl:37])[C:42]2[CH:47]=[CH:46][CH:45]=[CH:44][CH:43]=2)([CH3:18])[CH2:9][O:10][Si:11]([C:14]([CH3:17])([CH3:16])[CH3:15])([CH3:12])[CH3:13])[CH:7]=1, predict the reactants needed to synthesize it. The reactants are: [Br:1][C:2]1[CH:3]=[CH:4][C:5]([F:29])=[C:6]([C@:8]([NH:19][CH2:20][C:21]2[CH:26]=[CH:25][C:24]([O:27][CH3:28])=[CH:23][CH:22]=2)([CH3:18])[CH2:9][O:10][Si:11]([C:14]([CH3:17])([CH3:16])[CH3:15])([CH3:13])[CH3:12])[CH:7]=1.C(N(CC)CC)C.[Cl:37][CH:38]([C:42]1[CH:47]=[CH:46][CH:45]=[CH:44][CH:43]=1)[C:39](Cl)=[O:40]. (8) Given the product [F:1][C:2]1[CH:3]=[C:4]([N:10]2[CH2:14][CH:13]([CH2:15][O:16][C:17]3[CH:18]=[CH:19][CH:20]=[CH:21][CH:22]=3)[CH2:12][C:11]2=[O:23])[CH:5]=[CH:6][C:7]=1[OH:8], predict the reactants needed to synthesize it. The reactants are: [F:1][C:2]1[CH:3]=[C:4]([N:10]2[CH2:14][CH:13]([CH2:15][O:16][C:17]3[CH:22]=[CH:21][CH:20]=[CH:19][CH:18]=3)[CH2:12][C:11]2=[O:23])[CH:5]=[CH:6][C:7]=1[O:8]C. (9) Given the product [Cl:37][C:38]1[CH:39]=[C:26]([CH:27]2[C:1]([C:32]([OH:33])=[O:35])=[C:22]([CH3:23])[NH:21][C:24]([CH3:25])=[C:28]2[C:29]([OH:31])=[O:30])[CH:43]=[CH:44][CH:45]=1, predict the reactants needed to synthesize it. The reactants are: [CH:1]1C2C=CC3C=CC=CC=3C(C(O)C)C=2C=CC=1.C([N:21]([CH2:24][CH3:25])[CH2:22][CH3:23])C.[CH2:26]=[C:27]1[O:31][C:29](=[O:30])[CH2:28]1.[C:32](=[O:35])([O-])[OH:33].[Na+].[Cl:37][C:38]1[CH:39]=C([CH:43]=[CH:44][CH:45]=1)C=O. (10) Given the product [Br:31][C:32]1[C:40]2[O:4][C:2]([C:5]3[CH:30]=[CH:29][C:8]([C:9]([NH:11][CH2:12][CH:13]4[CH2:18][CH2:17][N:16]([C:19]5[CH:24]=[CH:23][C:22]([C:25]([F:28])([F:26])[F:27])=[CH:21][N:20]=5)[CH2:15][CH2:14]4)=[O:10])=[CH:7][CH:6]=3)=[N:37][C:36]=2[CH:35]=[C:34]([C:50]#[N:51])[CH:33]=1, predict the reactants needed to synthesize it. The reactants are: [Cl-].[C:2]([C:5]1[CH:30]=[CH:29][C:8]([C:9]([NH:11][CH2:12][CH:13]2[CH2:18][CH2:17][NH+:16]([C:19]3[CH:24]=[CH:23][C:22]([C:25]([F:28])([F:27])[F:26])=[CH:21][N:20]=3)[CH2:15][CH2:14]2)=[O:10])=[CH:7][CH:6]=1)([OH:4])=O.[Br:31][C:32]1[C:40]2OC(C3C=CC(C([O-])=O)=CC=3)=[N:37][C:36]=2[CH:35]=[C:34]([C:50]#[N:51])[CH:33]=1.